Dataset: Catalyst prediction with 721,799 reactions and 888 catalyst types from USPTO. Task: Predict which catalyst facilitates the given reaction. (1) The catalyst class is: 16. Product: [CH3:20][C@@:9]12[C@:16]3([CH2:22][O:19]3)[CH2:17][CH2:18][C@H:8]1[CH2:7][C@@H:6]1[C@H:11]([CH2:12][CH2:13][C@@H:14]3[C@H:5]1[CH2:4][CH2:3][C@H:2]([OH:1])[CH2:15]3)[CH2:10]2. Reactant: [OH:1][C@@H:2]1[CH2:15][C@H:14]2[C@H:5]([C@H:6]3[C@H:11]([CH2:12][CH2:13]2)[CH2:10][C@:9]2([CH3:20])[C:16](=[O:19])[CH2:17][CH2:18][C@H:8]2[CH2:7]3)[CH2:4][CH2:3]1.[I-].[CH3:22][S+](C)C.CC(C)([O-])C.[K+].O. (2) Reactant: [C:1]1(/[CH:7]=[CH:8]/[CH:9]=[C:10]2[CH2:15][CH2:14][N:13](C(OC(C)(C)C)=O)[CH2:12][CH2:11]2)[CH:6]=[CH:5][CH:4]=[CH:3][CH:2]=1.FC(F)(F)C(O)=O.O.[OH-].[Na+]. Product: [C:1]1(/[CH:7]=[CH:8]/[CH:9]=[C:10]2[CH2:11][CH2:12][NH:13][CH2:14][CH2:15]2)[CH:6]=[CH:5][CH:4]=[CH:3][CH:2]=1. The catalyst class is: 22. (3) Reactant: [O:1]1[CH:5]=[CH:4][CH:3]=[C:2]1[C:6]1[O:7][C:8]([CH3:36])=[C:9]([CH2:11][O:12][C:13]2[CH:33]=[CH:32][C:16]([CH2:17][O:18][C:19]3[CH:23]=[C:22]([CH:24]=O)[N:21]([C:26]4[CH:31]=[CH:30][CH:29]=[CH:28][CH:27]=4)[N:20]=3)=[CH:15][C:14]=2[O:34][CH3:35])[N:10]=1.[CH2:37]([P:46](=[O:53])([O:50][CH2:51][CH3:52])[O:47][CH2:48][CH3:49])P(=O)(OCC)OCC.CN(C)C=O.[H-].[Na+]. Product: [O:1]1[CH:5]=[CH:4][CH:3]=[C:2]1[C:6]1[O:7][C:8]([CH3:36])=[C:9]([CH2:11][O:12][C:13]2[CH:33]=[CH:32][C:16]([CH2:17][O:18][C:19]3[CH:23]=[C:22](/[CH:24]=[CH:37]/[P:46](=[O:53])([O:47][CH2:48][CH3:49])[O:50][CH2:51][CH3:52])[N:21]([C:26]4[CH:27]=[CH:28][CH:29]=[CH:30][CH:31]=4)[N:20]=3)=[CH:15][C:14]=2[O:34][CH3:35])[N:10]=1. The catalyst class is: 6. (4) Reactant: CC(C[AlH]CC(C)C)C.[Cl:10][C:11]1[S:23][C:14]2[NH:15][C:16](=[O:22])[C:17]([C:20]#[N:21])=[C:18]([OH:19])[C:13]=2[C:12]=1[C:24]1[CH:33]=[CH:32][C:27]([C:28](OC)=[O:29])=[CH:26][CH:25]=1. Product: [Cl:10][C:11]1[S:23][C:14]2[NH:15][C:16](=[O:22])[C:17]([C:20]#[N:21])=[C:18]([OH:19])[C:13]=2[C:12]=1[C:24]1[CH:33]=[CH:32][C:27]([CH2:28][OH:29])=[CH:26][CH:25]=1. The catalyst class is: 1. (5) Reactant: [NH2:1][C:2]1[CH:7]=[C:6]([O:8][CH3:9])[CH:5]=[CH:4][C:3]=1[OH:10].C(O[C:14](S)=[S:15])C.[K].Cl. Product: [CH3:9][O:8][C:6]1[CH:5]=[CH:4][C:3]2[O:10][C:14]([SH:15])=[N:1][C:2]=2[CH:7]=1. The catalyst class is: 17. (6) Reactant: Cl.[NH:2]([C:4]1[C:13]2[C:8](=[CH:9][CH:10]=[CH:11][CH:12]=2)[CH:7]=[N:6][N:5]=1)[NH2:3].[O:14]=[C:15]([CH2:19][CH2:20][C:21]([OH:23])=[O:22])[C:16](O)=[O:17]. Product: [O:14]=[C:15]([CH2:19][CH2:20][C:21]([OH:23])=[O:22])[C:16](=[N:2][NH2:3])[OH:17].[NH:2]([C:4]1[C:13]2[C:8](=[CH:9][CH:10]=[CH:11][CH:12]=2)[CH:7]=[N:6][N:5]=1)[NH2:3]. The catalyst class is: 6.